From a dataset of Full USPTO retrosynthesis dataset with 1.9M reactions from patents (1976-2016). Predict the reactants needed to synthesize the given product. (1) Given the product [Cl:1][C:2]1[C:3](=[O:34])[N:4]([CH2:19][CH2:20][C:21]2[CH:22]=[CH:23][C:24]([C:25]([OH:27])=[O:26])=[CH:32][CH:33]=2)[C:5]([CH2:9][N:10]([CH3:18])[C:11]2[CH:16]=[CH:15][CH:14]=[C:13]([CH3:17])[CH:12]=2)=[C:6]([Cl:8])[CH:7]=1, predict the reactants needed to synthesize it. The reactants are: [Cl:1][C:2]1[C:3](=[O:34])[N:4]([CH2:19][CH2:20][C:21]2[CH:33]=[CH:32][C:24]([C:25]([O:27]C(C)(C)C)=[O:26])=[CH:23][CH:22]=2)[C:5]([CH2:9][N:10]([CH3:18])[C:11]2[CH:16]=[CH:15][CH:14]=[C:13]([CH3:17])[CH:12]=2)=[C:6]([Cl:8])[CH:7]=1.FC(F)(F)C(O)=O. (2) Given the product [ClH:1].[NH2:52][CH2:51][C@H:48]1[CH2:47][CH2:46][C@H:45]([C:43]([NH:42][C@@H:26]([CH2:25][C:21]2[CH:20]=[C:19]([C:17]3[CH:18]=[C:13]([S:10](=[O:11])(=[O:12])[NH:9][CH2:2][C:3]4[CH:8]=[CH:7][CH:6]=[CH:5][CH:4]=4)[CH:14]=[CH:15][C:16]=3[CH3:60])[CH:24]=[CH:23][CH:22]=2)[C:27](=[O:41])[NH:28][C:29]2[CH:34]=[CH:33][C:32]([C:35]3[NH:39][C:38](=[O:40])[NH:37][N:36]=3)=[CH:31][CH:30]=2)=[O:44])[CH2:50][CH2:49]1, predict the reactants needed to synthesize it. The reactants are: [ClH:1].[CH2:2]([NH:9][S:10]([C:13]1[CH:14]=[CH:15][C:16]([CH3:60])=[C:17]([C:19]2[CH:24]=[CH:23][CH:22]=[C:21]([CH2:25][C@H:26]([NH:42][C:43]([C@H:45]3[CH2:50][CH2:49][C@H:48]([CH2:51][NH:52]C(=O)OC(C)(C)C)[CH2:47][CH2:46]3)=[O:44])[C:27](=[O:41])[NH:28][C:29]3[CH:34]=[CH:33][C:32]([C:35]4[NH:39][C:38](=[O:40])[NH:37][N:36]=4)=[CH:31][CH:30]=3)[CH:20]=2)[CH:18]=1)(=[O:12])=[O:11])[C:3]1[CH:8]=[CH:7][CH:6]=[CH:5][CH:4]=1.C(#N)C. (3) Given the product [Cl:1][C:2]1[CH:7]=[C:6]([NH:8][C:9]([C:11]2[C:16]([NH:17][C:20]3[CH:21]=[N:22][CH:23]=[CH:24][CH:25]=3)=[CH:15][CH:14]=[C:13]([CH3:18])[N:12]=2)=[O:10])[CH:5]=[CH:4][N:3]=1, predict the reactants needed to synthesize it. The reactants are: [Cl:1][C:2]1[CH:7]=[C:6]([NH:8][C:9]([C:11]2[C:16]([NH2:17])=[CH:15][CH:14]=[C:13]([CH3:18])[N:12]=2)=[O:10])[CH:5]=[CH:4][N:3]=1.Br[C:20]1[CH:21]=[N:22][CH:23]=[CH:24][CH:25]=1.C(=O)([O-])[O-].[Cs+].[Cs+].CC1(C)C2C(=C(P(C3C=CC=CC=3)C3C=CC=CC=3)C=CC=2)OC2C(P(C3C=CC=CC=3)C3C=CC=CC=3)=CC=CC1=2.C(Cl)(Cl)Cl. (4) The reactants are: [Na].[S:2]1[C:6]2[CH:7]=[CH:8][CH:9]=[CH:10][C:5]=2[C:4]([S:11]([O-:14])(=O)=[O:12])=[CH:3]1.P(Cl)(Cl)(Cl)(Cl)[Cl:16]. Given the product [Cl:16][S:11]([C:4]1[C:5]2[CH:10]=[CH:9][CH:8]=[CH:7][C:6]=2[S:2][CH:3]=1)(=[O:14])=[O:12], predict the reactants needed to synthesize it. (5) Given the product [Cl:22][C:23]1[C:31]2[C:27](=[C:28]3[NH:32][C:6]([CH:8]4[CH2:9][CH2:10][N:11]([C:14]([O:16][C:17]([CH3:18])([CH3:19])[CH3:20])=[O:15])[CH2:12][CH2:13]4)=[CH:5][C:4](=[O:21])[N:29]3[N:30]=2)[CH:26]=[CH:25][CH:24]=1, predict the reactants needed to synthesize it. The reactants are: C(O[C:4](=[O:21])[CH2:5][C:6]([CH:8]1[CH2:13][CH2:12][N:11]([C:14]([O:16][C:17]([CH3:20])([CH3:19])[CH3:18])=[O:15])[CH2:10][CH2:9]1)=O)C.[Cl:22][C:23]1[CH:24]=[CH:25][CH:26]=[C:27]2[C:31]=1[NH:30][N:29]=[C:28]2[NH2:32].P([O-])([O-])([O-])=O.[K+].[K+].[K+].